This data is from Full USPTO retrosynthesis dataset with 1.9M reactions from patents (1976-2016). The task is: Predict the reactants needed to synthesize the given product. (1) Given the product [ClH:31].[ClH:31].[CH2:1]([O:8][C:9]1[CH:14]=[CH:13][N:12]([C:15]2[CH:16]=[CH:17][C:18]3[C:19]4[CH2:28][N:27]([C:29](=[O:32])[CH2:30][N:34]5[CH2:38][CH2:37][CH2:36][CH2:35]5)[CH2:26][CH2:25][C:20]=4[N:21]([CH3:24])[C:22]=3[CH:23]=2)[C:11](=[O:33])[CH:10]=1)[C:2]1[CH:7]=[CH:6][CH:5]=[CH:4][CH:3]=1, predict the reactants needed to synthesize it. The reactants are: [CH2:1]([O:8][C:9]1[CH:14]=[CH:13][N:12]([C:15]2[CH:16]=[CH:17][C:18]3[C:19]4[CH2:28][N:27]([C:29](=[O:32])[CH2:30][Cl:31])[CH2:26][CH2:25][C:20]=4[N:21]([CH3:24])[C:22]=3[CH:23]=2)[C:11](=[O:33])[CH:10]=1)[C:2]1[CH:7]=[CH:6][CH:5]=[CH:4][CH:3]=1.[NH:34]1[CH2:38][CH2:37][CH2:36][CH2:35]1. (2) The reactants are: Br[C:2]1[CH:3]=[C:4]2[C:8](=[CH:9][CH:10]=1)[C:7](=[O:11])[NH:6][CH2:5]2.[S:12]1[CH:16]=[CH:15][CH:14]=[C:13]1B(O)O. Given the product [S:12]1[CH:16]=[CH:15][CH:14]=[C:13]1[C:2]1[CH:3]=[C:4]2[C:8](=[CH:9][CH:10]=1)[C:7](=[O:11])[NH:6][CH2:5]2, predict the reactants needed to synthesize it.